Task: Binary Classification. Given a miRNA mature sequence and a target amino acid sequence, predict their likelihood of interaction.. Dataset: Experimentally validated miRNA-target interactions with 360,000+ pairs, plus equal number of negative samples The miRNA is mmu-miR-294-5p with sequence ACUCAAAAUGGAGGCCCUAUCU. The protein sequence of the target gene is MFRYESLEDCPLDEDEDAFQGLGEEDEEIDQFNDDTFGSGAVDDDWQEAHERLAELEEKLPVAVNEQTGNGERDEMDLLGDHEENLAERLSKMVIENELEDPAIMRAVQTRPVLQPQPGSLNSSIWDGSEVLRRIRGPLLAQEMPTVSVLEYALPQRPPQGPEDDRDLSERALPRRSTSPIIGSPPVRAVPIGTPPKQMAVPSFTQQILCPKPVHVRPPMPPRYPAPYGERMSPNQLCSVPNSSLLGHPFPPSVPPVLSPLQRAQLLGGAQLQPGRMSPSQFARVPGFVGSPLAAMNPKL.... Result: 0 (no interaction).